Dataset: Experimentally validated miRNA-target interactions with 360,000+ pairs, plus equal number of negative samples. Task: Binary Classification. Given a miRNA mature sequence and a target amino acid sequence, predict their likelihood of interaction. (1) The miRNA is hsa-miR-500a-3p with sequence AUGCACCUGGGCAAGGAUUCUG. The protein sequence of the target gene is MLVAGLLLWASLLTGAWPSFPTQDHLPATPRVRLSFKELKATGTAHFFNFLLNTTDYRILLKDEDHDRMYVGSKDYVLSLDLHDINREPLIIHWAASPQRIEECVLSGKDVNGECGNFVRLIQPWNRTHLYVCGTGAYNPMCTYVNRGRRAQATPWTQTQAVRGRGSRATDGALRPMPTAPRQDYIFYLEPERLESGKGKCPYDPKLDTASALINEELYAGVYIDFMGTDAAIFRTLGKQTAMRTDQYNSRWLNDPSFIHAELIPDSAERNDDKLYFFFRERSAEAPQSPAVYARIGRIC.... Result: 0 (no interaction). (2) The miRNA is hsa-miR-4439 with sequence GUGACUGAUACCUUGGAGGCAU. The protein sequence of the target gene is MFCSAQKGSCSSRVSSSGAVGSRGCTGGSSFGGGSSCGLGGGSAWGFQGSSNSWSLSGGSKGSMGGGFGSCSVRGGFGAASSYGGGSGFGGSSGFGGGSGFGGGSGFGGGSSGGFSSYGGSMGCGLGGVSGYDGGLLSGSEKQTMQDLNDRLANYLDKVRALEEANTDLECKIKDWYGKHGSVKGGSGRDYSQYYSIIEDLKKQILSATCENARMTLQIDNARLAADDFRMKYEHELCLRECLEADINGLRKVLDEMTMTRCDLEMQIEGLTEELVFLRKNHEEEMKCMQGSSGGDVTVE.... Result: 0 (no interaction).